Dataset: Peptide-MHC class I binding affinity with 185,985 pairs from IEDB/IMGT. Task: Regression. Given a peptide amino acid sequence and an MHC pseudo amino acid sequence, predict their binding affinity value. This is MHC class I binding data. The peptide sequence is IYCGFKFAW. The MHC is HLA-A26:03 with pseudo-sequence HLA-A26:03. The binding affinity (normalized) is 0.0847.